Dataset: Catalyst prediction with 721,799 reactions and 888 catalyst types from USPTO. Task: Predict which catalyst facilitates the given reaction. (1) Reactant: Cl[C:2]1[CH:3]=[C:4]([C@@H:12]([CH2:24][CH:25]2[CH2:29][CH2:28][CH2:27][CH2:26]2)[C:13]([NH:15][C:16]2[CH:21]=[CH:20][C:19]([C:22]#[N:23])=[CH:18][N:17]=2)=[O:14])[CH:5]=[CH:6][C:7]=1[S:8]([CH3:11])(=[O:10])=[O:9].[ClH:30].[NH2:31][OH:32].C(=O)([O-])[O-].[Na+].[Na+]. Product: [Cl:30][C:6]1[CH:5]=[C:4]([C@@H:12]([CH2:24][CH:25]2[CH2:26][CH2:27][CH2:28][CH2:29]2)[C:13]([NH:15][C:16]2[CH:21]=[CH:20][C:19]([C:22](=[NH:23])[NH:31][OH:32])=[CH:18][N:17]=2)=[O:14])[CH:3]=[CH:2][C:7]=1[S:8]([CH3:11])(=[O:9])=[O:10]. The catalyst class is: 40. (2) Reactant: [H-].[Na+].[N:3]1[CH:8]=[CH:7][CH:6]=[N:5][C:4]=1[NH:9][CH2:10][CH2:11][N:12]([CH2:25][C:26]([F:29])([F:28])[F:27])[C:13]1[CH:20]=[CH:19][C:16]([C:17]#[N:18])=[C:15]([C:21]([F:24])([F:23])[F:22])[CH:14]=1.I[CH3:31]. Product: [CH3:31][N:9]([C:4]1[N:5]=[CH:6][CH:7]=[CH:8][N:3]=1)[CH2:10][CH2:11][N:12]([CH2:25][C:26]([F:27])([F:28])[F:29])[C:13]1[CH:20]=[CH:19][C:16]([C:17]#[N:18])=[C:15]([C:21]([F:23])([F:22])[F:24])[CH:14]=1. The catalyst class is: 3. (3) Reactant: O[CH:2]([C:13]1[CH:18]=[CH:17][CH:16]=[CH:15][CH:14]=1)[CH2:3][O:4][C:5]1[CH:10]=[C:9]([OH:11])[CH:8]=[CH:7][C:6]=1[OH:12]. Product: [C:13]1([CH:2]2[O:12][C:6]3[CH:7]=[CH:8][C:9]([OH:11])=[CH:10][C:5]=3[O:4][CH2:3]2)[CH:18]=[CH:17][CH:16]=[CH:15][CH:14]=1. The catalyst class is: 11. (4) Reactant: [NH2:1][CH:2]([CH3:14])[CH2:3][NH:4][C:5]1[S:6][C:7]2[CH2:13][CH2:12][CH2:11][CH2:10][C:8]=2[N:9]=1.[BrH:15]. Product: [BrH:15].[NH2:1][CH:2]([CH3:14])[CH2:3][NH:4][C:5]1[S:6][C:7]2[CH2:13][CH2:12][CH2:11][CH2:10][C:8]=2[N:9]=1. The catalyst class is: 5. (5) Reactant: [CH3:1][CH:2]1[CH2:6][CH2:5][CH2:4][N:3]1[C:7]1[N:12]=[C:11]([NH:13][C:14]2[C:15]3[N:16]([CH:27]=[CH:28][N:29]=3)[N:17]=[C:18]([C:20]3[CH:21]=[C:22]([OH:26])[CH:23]=[CH:24][CH:25]=3)[CH:19]=2)[CH:10]=[CH:9][CH:8]=1.C([O-])([O-])=O.[K+].[K+].CS(O[CH2:41][CH2:42][N:43]1[CH2:48][CH2:47][CH2:46][CH2:45][CH2:44]1)(=O)=O.O. Product: [CH3:1][CH:2]1[CH2:6][CH2:5][CH2:4][N:3]1[C:7]1[N:12]=[C:11]([NH:13][C:14]2[C:15]3[N:16]([CH:27]=[CH:28][N:29]=3)[N:17]=[C:18]([C:20]3[CH:25]=[CH:24][CH:23]=[C:22]([O:26][CH2:41][CH2:42][N:43]4[CH2:48][CH2:47][CH2:46][CH2:45][CH2:44]4)[CH:21]=3)[CH:19]=2)[CH:10]=[CH:9][CH:8]=1. The catalyst class is: 3. (6) Reactant: [OH:1][C:2]1[CH:3]=[C:4]([CH:9]=[CH:10][CH:11]=1)[C:5]([O:7][CH3:8])=[O:6].C1(P(C2C=CC=CC=2)C2C=CC=CC=2)C=CC=CC=1.CC(OC(/N=N/C(OC(C)C)=O)=O)C.[C:45]1([C:51]#[C:52][C:53]2[N:57]3[CH:58]=[CH:59][CH:60]=[CH:61][C:56]3=[N:55][C:54]=2[CH2:62]O)[CH:50]=[CH:49][CH:48]=[CH:47][CH:46]=1. Product: [C:45]1([C:51]#[C:52][C:53]2[N:57]3[CH:58]=[CH:59][CH:60]=[CH:61][C:56]3=[N:55][C:54]=2[CH2:62][O:1][C:2]2[CH:3]=[C:4]([CH:9]=[CH:10][CH:11]=2)[C:5]([O:7][CH3:8])=[O:6])[CH:46]=[CH:47][CH:48]=[CH:49][CH:50]=1. The catalyst class is: 7.